From a dataset of Forward reaction prediction with 1.9M reactions from USPTO patents (1976-2016). Predict the product of the given reaction. (1) Given the reactants [CH3:1][O:2][C:3]1[CH:12]=[C:11]2[C:6]([CH:7]=[C:8]([C:28]3[CH:33]=[CH:32][N:31]=[C:30]([NH:34][CH3:35])[N:29]=3)[CH:9]=[C:10]2[NH:13][CH2:14][CH2:15][CH2:16][N:17]2C(=O)C3C(=CC=CC=3)C2=O)=[CH:5][CH:4]=1.O.NN, predict the reaction product. The product is: [CH3:1][O:2][C:3]1[CH:12]=[C:11]2[C:6]([CH:7]=[C:8]([C:28]3[CH:33]=[CH:32][N:31]=[C:30]([NH:34][CH3:35])[N:29]=3)[CH:9]=[C:10]2[NH:13][CH2:14][CH2:15][CH2:16][NH2:17])=[CH:5][CH:4]=1. (2) Given the reactants [F:1][C:2]([F:14])([F:13])[C:3]1[CH:4]=[C:5]2[C:9](=[CH:10][CH:11]=1)[NH:8][N:7]=[C:6]2[NH2:12].Br[C:16]1[S:17][CH:18]=[CH:19][N:20]=1, predict the reaction product. The product is: [S:17]1[CH:18]=[CH:19][N:20]=[C:16]1[NH:12][C:6]1[C:5]2[C:9](=[CH:10][CH:11]=[C:3]([C:2]([F:1])([F:13])[F:14])[CH:4]=2)[NH:8][N:7]=1. (3) Given the reactants Cl.[NH2:2][CH2:3][CH2:4][C:5]([NH:7][C:8]1[CH:16]=[CH:15][CH:14]=[C:13]2[C:9]=1[CH2:10][N:11]([CH:18]1[CH2:23][CH2:22][C:21](=[O:24])[NH:20][C:19]1=[O:25])[C:12]2=[O:17])=[O:6].[C:26](O)(=[O:48])[CH2:27][CH2:28]/[CH:29]=[CH:30]\[CH2:31]/[CH:32]=[CH:33]\[CH2:34]/[CH:35]=[CH:36]\[CH2:37]/[CH:38]=[CH:39]\[CH2:40]/[CH:41]=[CH:42]\[CH2:43]/[CH:44]=[CH:45]\[CH2:46][CH3:47].CN(C(ON1N=NC2C=CC=NC1=2)=[N+](C)C)C.F[P-](F)(F)(F)(F)F.CCN(C(C)C)C(C)C, predict the reaction product. The product is: [O:25]=[C:19]1[CH:18]([N:11]2[CH2:10][C:9]3[C:13](=[CH:14][CH:15]=[CH:16][C:8]=3[NH:7][C:5](=[O:6])[CH2:4][CH2:3][NH:2][C:26](=[O:48])[CH2:27][CH2:28]/[CH:29]=[CH:30]\[CH2:31]/[CH:32]=[CH:33]\[CH2:34]/[CH:35]=[CH:36]\[CH2:37]/[CH:38]=[CH:39]\[CH2:40]/[CH:41]=[CH:42]\[CH2:43]/[CH:44]=[CH:45]\[CH2:46][CH3:47])[C:12]2=[O:17])[CH2:23][CH2:22][C:21](=[O:24])[NH:20]1. (4) Given the reactants C1(S([N:10]2[C:14]3[CH:15]=[N:16][C:17]([C:29]#[N:30])=[C:18]([O:19][CH:20]4[CH2:25][CH2:24][N:23]([CH2:26][CH2:27][OH:28])[CH2:22][CH2:21]4)[C:13]=3[C:12]3[CH:31]=[CH:32][CH:33]=[N:34][C:11]2=3)(=O)=O)C=CC=CC=1.C(N(CC)CC)C, predict the reaction product. The product is: [OH:28][CH2:27][CH2:26][N:23]1[CH2:22][CH2:21][CH:20]([O:19][C:18]2[C:13]3[C:12]4[CH:31]=[CH:32][CH:33]=[N:34][C:11]=4[NH:10][C:14]=3[CH:15]=[N:16][C:17]=2[C:29]#[N:30])[CH2:25][CH2:24]1. (5) Given the reactants B(Br)(Br)Br.C[O:6][C:7]1[CH:12]=[CH:11][C:10]([C:13]2[CH:18]=[CH:17][C:16]([N:19]3[C:31]4[CH:30]=[CH:29][CH:28]=[CH:27][C:26]=4[C:25]4[C:20]3=[CH:21][CH:22]=[CH:23][CH:24]=4)=[CH:15][CH:14]=2)=[CH:9][CH:8]=1, predict the reaction product. The product is: [CH:30]1[C:31]2[N:19]([C:16]3[CH:17]=[CH:18][C:13]([C:10]4[CH:9]=[CH:8][C:7]([OH:6])=[CH:12][CH:11]=4)=[CH:14][CH:15]=3)[C:20]3[C:25](=[CH:24][CH:23]=[CH:22][CH:21]=3)[C:26]=2[CH:27]=[CH:28][CH:29]=1. (6) Given the reactants CO[C:3](=[O:24])[C:4]1[CH:9]=[CH:8][C:7]([O:10][CH2:11][C:12]2[C:13]([C:18]3[CH:23]=[CH:22][CH:21]=[CH:20][CH:19]=3)=[N:14][O:15][C:16]=2[CH3:17])=[N:6][CH:5]=1.[NH:25]1[CH2:31][CH2:30][CH2:29][C@H:26]1[CH2:27][OH:28], predict the reaction product. The product is: [OH:28][CH2:27][C@@H:26]1[CH2:29][CH2:30][CH2:31][N:25]1[C:3]([C:4]1[CH:5]=[N:6][C:7]([O:10][CH2:11][C:12]2[C:13]([C:18]3[CH:19]=[CH:20][CH:21]=[CH:22][CH:23]=3)=[N:14][O:15][C:16]=2[CH3:17])=[CH:8][CH:9]=1)=[O:24]. (7) Given the reactants [NH2:1][C:2]1[C:7]2[C:8](=[O:20])[N:9]([C:13]3[CH:18]=[CH:17][C:16](Br)=[CH:15][CH:14]=3)[CH2:10][CH2:11][O:12][C:6]=2[N:5]=[C:4]([CH3:21])[N:3]=1.[Cl:22][C:23]1[CH:28]=[CH:27][CH:26]=[CH:25][C:24]=1B(O)O.P([O-])([O-])([O-])=O.[K+].[K+].[K+].CO, predict the reaction product. The product is: [NH2:1][C:2]1[C:7]2[C:8](=[O:20])[N:9]([C:13]3[CH:18]=[CH:17][C:16]([C:24]4[CH:25]=[CH:26][CH:27]=[CH:28][C:23]=4[Cl:22])=[CH:15][CH:14]=3)[CH2:10][CH2:11][O:12][C:6]=2[N:5]=[C:4]([CH3:21])[N:3]=1.